This data is from Drug-target binding data from BindingDB using IC50 measurements. The task is: Regression. Given a target protein amino acid sequence and a drug SMILES string, predict the binding affinity score between them. We predict pIC50 (pIC50 = -log10(IC50 in M); higher means more potent). Dataset: bindingdb_ic50. (1) The small molecule is C[C@H](c1cccc2ccccc12)N1CCC(C(=O)NCc2ccc3c(c2)OCO3)CC1. The target protein sequence is MSFVAGVTAQGARGTYRAALNSEKHQDHVSLTVPLCGSGNLVEKLSPWFMDGENAYEVVKAMLLKKEPLLYVPIRLAGHTRHLPGPRVYLVERLIACENPFMVNQLAYSSSANGSLVGTTLQGKPIGMFFPYDIELVTGKQNILLRKYGRGGYHYTPFHYERDNTSCPEWMDDFEADPKGKYAQNLLKKLIGGDVTPVDQYMCGVDGKPISAYAFLMAKDGITKLADVEADVAARADDEGFITLKNNLYRLVWHVERKDVPYPKQSIFTINSVVQKDGVENTPPHYFTLGCKILTLTPRNKWSGVSDLSLKQKLLYTFYGKESLENPTYIYHSAFIECGSCGNDSWLTGNAIQGFACGCGASYTANDVEVQSSGMIKPNALLCATCPFAKGDSCSSNCKHSVAQLVSYLSERCNVIADSKSFTLIFGGVAYAYFGCEEGTMYFVPRAKSVVSRIGDSIFTGCTGSWNKVTQIANMFLEQTQHSLNFVGEFVVNDVVLAIL.... The pIC50 is 4.0. (2) The compound is CC(C)COc1cccc(Cc2cn(COCCO)c(=O)[nH]c2=O)c1. The target protein (P52624) has sequence MAATGTEAKDLENHHNDCFIQLSNPNIAAMKEDVLYHFNLSTSTHDFPAMFGDVKFVCVGGSSSRMNTFIKYVAAELGLDHPGKEYPNICAGTDRYAMYKAGPVLSVSHGMGIPSIGIMLHELIKMLYHARCSNITIIRIGTSGGIGLEPGSVVITQQAVNECFKPEFEQIVLGKRVIRNTNLDAQLVQELVQCSSDLNEFPMVVGNTMCTLDFYEGQGRLDGALCSYTEKDKQSYLRAAHAAGVRNIEMESSVFATMCSACGLKAAVVCVTLLDRLQGDQINTPHDVLVEYQQRPQRLVGHFIKKSLGRA. The pIC50 is 7.2. (3) The small molecule is CC(F)(F)c1cc(Nc2nc(N[C@@H]3CCC(F)(F)C3)nc(-c3cccc(C(F)(F)F)n3)n2)ccn1. The target protein sequence is MAGYLRVVRSLCRASGSRPAWAPAALTAPTSQEQPRRHYADKRIKVAKPVVEMDGDEMTRIIWQFIKEKLILPHVDIQLKYFDLGLPNRDQTDDQVTIDSALATQKYSVAVKCATITPDEARVEEFKLKKMWKSPNGTIGNILGGTVFREPIICKNIPRLVPGWTKPITIGRHAHGDQYKATDFVADRAGTFKMVFTPKDGSGVKEWEVYNFPAGGVGMGMYNTDESISGFAHSCFQYAIQKKWPLYMSTKNTILKAYDGRFKDIFQEIFDKHYKTDFDKNKIWYEHRLIDDMVAQVLKSSGGFVWACKNYDGDVQSDILAQGFGSLGLMTSVLVCPDGKTIEAEAAHGTVTRHYREHQKGRPTSTNPIASIFAWTRGLEHRGKLDGNQDLIRFAQMLEKVCVETVESGAMTKDLAGCIHGLSNVKLNEHFLNTTDFLDTIKSNLDRALGRQ. The pIC50 is 7.3. (4) The drug is COC(=O)[C@]12CCC(C)(C)C[C@H]1[C@H]1C(=O)C=C3[C@@](C)(CC[C@H]4C(C)(C)C(=O)C(C#N)=C[C@]34C)[C@]1(C)CC2. The target protein (Q96T53) has sequence MEWLWLFFLHPISFYQGAAFPFALLFNYLCIMDSFSTRARYLFLLTGGGALAVAAMGSYAVLVFTPAVCAVALLCSLAPQQVHRWTFCFQMSWQTLCHLGLHYTEYYLHEPPSVRFCITLSSLMLLTQRVTSLSLDICEGKVKAASGGFRSRSSLSEHVCKALPYFSYLLFFPALLGGSLCSFQRFQARVQGSSALHPRHSFWALSWRGLQILGLECLNVAVSRVVDAGAGLTDCQQFECIYVVWTTAGLFKLTYYSHWILDDSLLHAAGFGPELGQSPGEEGYVPDADIWTLERTHRISVFSRKWNQSTARWLRRLVFQHSRAWPLLQTFAFSAWWHGLHPGQVFGFVCWAVMVEADYLIHSFANEFIRSWPMRLFYRTLTWAHTQLIIAYIMLAVEVRSLSSLWLLCNSYNSVFPMVYCILLLLLAKRKHKCN. The pIC50 is 5.2. (5) The small molecule is Cc1ccc(Nc2nc(-c3cccs3)cs2)nc1. The target protein (P06582) has sequence MSLYHYFRPAQRSVFGDLMRDMALMERQFAPVCRISPSESSEIVNNDQKFAINLNVSQFKPEDLKINLDGRTLSIQGEQELKTDHGYSKKSFSRVILLPEDVDVGAVASNLSEDGKLSIEAPKKEAVQGRSIPIQQAIVEEKSAE. The pIC50 is 4.9. (6) The target protein sequence is MDSKYQCVKLNDGHFMPVLGFGTYAPAEVPKSKALEATKLAIEAGFRHIDSAHLYNNEEQVGLAIRSKIADGSVKREDIFYTSKLWCNSHRPELVRPALERSLKNLQLDYVDLYLIHFPVSVKPGEEVIPKDENGKILFDTVDLCATWEAVEKCKDAGLAKSIGVSNFNRRQLEMILNKPGLKYKPVCNQVECHPYFNQRKLLDFCKSKDIVLVAYSALGSHREEPWVDPNSPVLLEDPVLCALAKKHKRTPALIALRYQLQRGVVVLAKSYNEQRIRQNVQVFEFQLTSEEMKAIDGLNRNVRYLTLDIFAGPPNYPFSDEY. The small molecule is O=C(Nc1ccccc1C(=O)O)c1cccc(O)c1. The pIC50 is 4.0.